This data is from Catalyst prediction with 721,799 reactions and 888 catalyst types from USPTO. The task is: Predict which catalyst facilitates the given reaction. (1) Product: [C:1]([O:5][C:6]([N:8]1[C:12]2[CH:13]=[CH:14][CH:15]=[CH:16][C:11]=2[N:10]=[C:9]1[N:21]1[CH:22]2[CH2:25][CH2:26][N:18]([CH2:24][CH2:23]2)[CH2:19][CH2:20]1)=[O:7])([CH3:4])([CH3:3])[CH3:2]. Reactant: [C:1]([O:5][C:6]([N:8]1[C:12]2[CH:13]=[CH:14][CH:15]=[CH:16][C:11]=2[N:10]=[C:9]1Cl)=[O:7])([CH3:4])([CH3:3])[CH3:2].[N:18]12[CH2:26][CH2:25][CH:22]([CH2:23][CH2:24]1)[NH:21][CH2:20][CH2:19]2.C1(P(C2C=CC=CC=2)C2C=CC3C(=CC=CC=3)C=2C2C3C(=CC=CC=3)C=CC=2P(C2C=CC=CC=2)C2C=CC=CC=2)C=CC=CC=1.CC(C)([O-])C.[Na+]. The catalyst class is: 187. (2) Reactant: [CH3:1][O:2][C:3]1[CH:36]=[C:35]([O:37][CH3:38])[CH:34]=[CH:33][C:4]=1[CH2:5][NH:6][C:7]1[C:12]([N+:13]([O-])=O)=[CH:11][N:10]=[C:9]([C:16]2[C:24]3[C:19](=[N:20][CH:21]=[CH:22][CH:23]=3)[N:18]([CH2:25][C:26]3[CH:31]=[CH:30][CH:29]=[CH:28][C:27]=3[F:32])[N:17]=2)[N:8]=1. Product: [CH3:1][O:2][C:3]1[CH:36]=[C:35]([O:37][CH3:38])[CH:34]=[CH:33][C:4]=1[CH2:5][NH:6][C:7]1[C:12]([NH2:13])=[CH:11][N:10]=[C:9]([C:16]2[C:24]3[C:19](=[N:20][CH:21]=[CH:22][CH:23]=3)[N:18]([CH2:25][C:26]3[CH:31]=[CH:30][CH:29]=[CH:28][C:27]=3[F:32])[N:17]=2)[N:8]=1. The catalyst class is: 17. (3) The catalyst class is: 8. Product: [CH:38]1([CH2:41][N:42]([CH2:43][CH2:44][CH3:45])[C:2]2[N:7]=[CH:6][N:5]=[C:4]([C:8]([NH:10][C:11]3[CH:16]=[CH:15][C:14]([S:17]([NH:20][CH2:21][CH2:22][C:23]([O:25][C:26]([CH3:29])([CH3:28])[CH3:27])=[O:24])(=[O:19])=[O:18])=[CH:13][C:12]=3[CH3:30])=[O:9])[CH:3]=2)[CH2:40][CH2:39]1. Reactant: Cl[C:2]1[N:7]=[CH:6][N:5]=[C:4]([C:8]([NH:10][C:11]2[CH:16]=[CH:15][C:14]([S:17]([NH:20][CH2:21][CH2:22][C:23]([O:25][C:26]([CH3:29])([CH3:28])[CH3:27])=[O:24])(=[O:19])=[O:18])=[CH:13][C:12]=2[CH3:30])=[O:9])[CH:3]=1.C(NC(C)C)(C)C.[CH:38]1([CH2:41][NH:42][CH2:43][CH2:44][CH3:45])[CH2:40][CH2:39]1. (4) Reactant: O.[OH-].[Li+].[O:4]1[CH2:9][CH2:8][CH:7]([O:10][CH2:11][C@@H:12]([C:39]([O:41]C)=[O:40])[NH:13][C:14]([C:16]2[C:25]([NH:26][C:27]([NH:29][C:30]3[C:35]([CH3:36])=[CH:34][C:33]([CH3:37])=[CH:32][C:31]=3[CH3:38])=[O:28])=[CH:24][C:23]3[C:18](=[CH:19][CH:20]=[CH:21][CH:22]=3)[CH:17]=2)=[O:15])[CH2:6][CH2:5]1.O.Cl. Product: [O:4]1[CH2:9][CH2:8][CH:7]([O:10][CH2:11][C@@H:12]([C:39]([OH:41])=[O:40])[NH:13][C:14]([C:16]2[C:25]([NH:26][C:27]([NH:29][C:30]3[C:31]([CH3:38])=[CH:32][C:33]([CH3:37])=[CH:34][C:35]=3[CH3:36])=[O:28])=[CH:24][C:23]3[C:18](=[CH:19][CH:20]=[CH:21][CH:22]=3)[CH:17]=2)=[O:15])[CH2:6][CH2:5]1. The catalyst class is: 12. (5) Reactant: [F:1][C:2]1[CH:7]=[CH:6][CH:5]=[CH:4][C:3]=1[C@@H:8]([NH2:10])[CH3:9].Br[C:12]1[CH:13]=[C:14]([C:18]2([CH3:31])[C:23]([CH3:25])([CH3:24])[O:22][C:21](OCC)=[N:20][S:19]2(=[O:30])=[O:29])[CH:15]=[CH:16][CH:17]=1. Product: [F:1][C:2]1[CH:7]=[CH:6][CH:5]=[CH:4][C:3]=1[C@@H:8]([NH:10][C:21]1[O:22][C:23]([CH3:25])([CH3:24])[C:18]([CH3:31])([C:14]2[CH:15]=[CH:16][CH:17]=[CH:12][CH:13]=2)[S:19](=[O:30])(=[O:29])[N:20]=1)[CH3:9]. The catalyst class is: 410. (6) Reactant: [C:1]([O:5][C:6]([CH2:8][NH:9][C:10]1[CH:11]=[C:12]([C:16]2[CH:17]=[N:18][C:19]([CH:22]=[CH:23][C:24]([O:26][CH3:27])=[O:25])=[N:20][CH:21]=2)[CH:13]=[CH:14][CH:15]=1)=[O:7])([CH3:4])([CH3:3])[CH3:2]. Product: [C:1]([O:5][C:6]([CH2:8][NH:9][C:10]1[CH:11]=[C:12]([C:16]2[CH:17]=[N:18][C:19]([CH2:22][CH2:23][C:24]([O:26][CH3:27])=[O:25])=[N:20][CH:21]=2)[CH:13]=[CH:14][CH:15]=1)=[O:7])([CH3:4])([CH3:3])[CH3:2]. The catalyst class is: 19. (7) Reactant: [Cl:1][C:2]1[CH:7]=[C:6]([Cl:8])[CH:5]=[C:4]([Cl:9])[C:3]=1[C:10]1[CH:15]=[CH:14][CH:13]=[CH:12][C:11]=1COC[C:11]1[CH:12]=[CH:13][CH:14]=[CH:15][C:10]=1[C:3]1[C:2]([Cl:1])=[CH:7][C:6]([Cl:8])=[CH:5][C:4]=1[Cl:9].B(Br)(Br)Br.FC1C=CC=C(F)C=1C1C([OH:52])=CC=CC=1. Product: [Cl:1][C:2]1[CH:7]=[C:6]([Cl:8])[CH:5]=[C:4]([Cl:9])[C:3]=1[C:10]1[C:11]([OH:52])=[CH:12][CH:13]=[CH:14][CH:15]=1. The catalyst class is: 4. (8) Reactant: [NH2:1][C:2]1[CH:3]=[C:4]([S:8]([N:11]2[CH2:16][CH2:15][CH:14]([NH:17][C:18]3[N:23]=[C:22]([NH:24][C:25]4[CH:30]=[CH:29][CH:28]=[C:27]([C:31]([F:34])([F:33])[F:32])[CH:26]=4)[N:21]=[C:20]([O:35][CH2:36][C:37]([F:40])([F:39])[F:38])[N:19]=3)[CH2:13][CH2:12]2)(=[O:10])=[O:9])[CH:5]=[CH:6][CH:7]=1.CCN(C(C)C)C(C)C.[C:50](OC(=O)C)(=[O:52])[CH3:51]. Product: [F:40][C:37]([F:38])([F:39])[CH2:36][O:35][C:20]1[N:21]=[C:22]([NH:24][C:25]2[CH:30]=[CH:29][CH:28]=[C:27]([C:31]([F:34])([F:32])[F:33])[CH:26]=2)[N:23]=[C:18]([NH:17][CH:14]2[CH2:15][CH2:16][N:11]([S:8]([C:4]3[CH:3]=[C:2]([NH:1][C:50](=[O:52])[CH3:51])[CH:7]=[CH:6][CH:5]=3)(=[O:10])=[O:9])[CH2:12][CH2:13]2)[N:19]=1. The catalyst class is: 10.